This data is from Full USPTO retrosynthesis dataset with 1.9M reactions from patents (1976-2016). The task is: Predict the reactants needed to synthesize the given product. Given the product [CH:4]([C:3]1[CH:6]=[CH:7][CH:8]=[CH:9][C:2]=1[NH:16][C:10](=[O:15])[C:11]([CH3:14])([CH3:13])[CH3:12])=[O:5], predict the reactants needed to synthesize it. The reactants are: Br[C:2]1[CH:9]=[CH:8][CH:7]=[CH:6][C:3]=1[CH:4]=[O:5].[C:10]([NH2:16])(=[O:15])[C:11]([CH3:14])([CH3:13])[CH3:12].C(=O)([O-])[O-].[Cs+].[Cs+].CC1(C)C2C=CC=C(P(C3C=CC=CC=3)C3C=CC=CC=3)C=2OC2C1=CC=CC=2P(C1C=CC=CC=1)C1C=CC=CC=1.